From a dataset of Peptide-MHC class I binding affinity with 185,985 pairs from IEDB/IMGT. Regression. Given a peptide amino acid sequence and an MHC pseudo amino acid sequence, predict their binding affinity value. This is MHC class I binding data. (1) The peptide sequence is RMMGKTNPL. The MHC is HLA-C14:02 with pseudo-sequence HLA-C14:02. The binding affinity (normalized) is 1.00. (2) The peptide sequence is YIDKEDLHDML. The MHC is Mamu-B8701 with pseudo-sequence Mamu-B8701. The binding affinity (normalized) is 0.773.